Dataset: Forward reaction prediction with 1.9M reactions from USPTO patents (1976-2016). Task: Predict the product of the given reaction. Given the reactants CS(Cl)(=O)=O.[OH:6][CH2:7][CH2:8][N:9]1[CH2:14][CH2:13][N:12]([CH3:15])[C:11](=[O:16])[CH2:10]1.C(N(CC)CC)C.CS(OCCN1CCN(C)C(=O)C1)(=O)=O.O[C:40]1[CH:45]=[CH:44][C:43]([C:46]2([OH:65])[CH2:51][CH2:50][N:49]([C:52]3[CH:53]=[CH:54][C:55]4[N:56]([C:58]([C:61]([F:64])([F:63])[F:62])=[N:59][N:60]=4)[N:57]=3)[CH2:48][CH2:47]2)=[C:42]([CH3:66])[CH:41]=1.C(=O)([O-])[O-].[K+].[K+], predict the reaction product. The product is: [OH:65][C:46]1([C:43]2[CH:44]=[CH:45][C:40]([O:6][CH2:7][CH2:8][N:9]3[CH2:14][CH2:13][N:12]([CH3:15])[C:11](=[O:16])[CH2:10]3)=[CH:41][C:42]=2[CH3:66])[CH2:51][CH2:50][N:49]([C:52]2[CH:53]=[CH:54][C:55]3[N:56]([C:58]([C:61]([F:64])([F:63])[F:62])=[N:59][N:60]=3)[N:57]=2)[CH2:48][CH2:47]1.